Task: Predict the reaction yield, written as a fraction of the theoretical maximum amount of product (1.0 means a 100% yield; for example, 0.34 means a 34% yield).. Dataset: Reaction yield outcomes from USPTO patents with 853,638 reactions (1) The reactants are [CH3:1][O:2][C:3]1[CH:23]=[CH:22][C:6]2[N:7]=[C:8]([N:10]3[C:14](=[O:15])[CH:13]=[C:12]([C:16]4[CH:21]=[CH:20][CH:19]=[CH:18][CH:17]=4)[NH:11]3)[S:9][C:5]=2[CH:4]=1.CO[CH:26](OC)[N:27]([CH3:29])[CH3:28]. The catalyst is C1COCC1. The product is [CH3:1][O:2][C:3]1[CH:23]=[CH:22][C:6]2[N:7]=[C:8]([N:10]3[C:14](=[O:15])[C:13](=[CH:26][N:27]([CH3:29])[CH3:28])[C:12]([C:16]4[CH:21]=[CH:20][CH:19]=[CH:18][CH:17]=4)=[N:11]3)[S:9][C:5]=2[CH:4]=1. The yield is 0.870. (2) The yield is 0.830. The catalyst is C1COCC1. The reactants are [NH:1]1[C:11]2[C:6](=[CH:7][CH:8]=[CH:9][CH:10]=2)[C:4](=[O:5])[C:2]1=[O:3].[C:12](O)(=O)[CH3:13].[CH2:16](O)[CH3:17]. The product is [CH:17]1([CH2:12][CH2:13][N:1]2[C:11]3[C:6](=[CH:7][CH:8]=[CH:9][CH:10]=3)[C:4](=[O:5])[C:2]2=[O:3])[CH2:16][CH2:7][CH2:6][CH2:4][CH2:2]1. (3) The reactants are [N:1]([C:4]1[C:9]([F:10])=[CH:8][N:7]=[CH:6][C:5]=1/[CH:11]=[N:12]/[C:13]1[C:18]([Cl:19])=[CH:17][C:16]([F:20])=[CH:15][C:14]=1[Cl:21])=[N+]=[N-]. The catalyst is C1(C)C=CC=CC=1. The product is [Cl:21][C:14]1[CH:15]=[C:16]([F:20])[CH:17]=[C:18]([Cl:19])[C:13]=1[N:12]1[CH:11]=[C:5]2[CH:6]=[N:7][CH:8]=[C:9]([F:10])[C:4]2=[N:1]1. The yield is 0.770. (4) The reactants are [N:1]12[CH2:8][CH2:7][C:4]([C:9]([C:17]3[CH:22]=[CH:21][CH:20]=[CH:19][CH:18]=3)([C:11]3[CH:16]=[CH:15][CH:14]=[CH:13][CH:12]=3)[OH:10])([CH2:5][CH2:6]1)[CH2:3][CH2:2]2.[Br:23][CH2:24][CH2:25][O:26][CH2:27][C:28]1[CH:33]=[CH:32][C:31]([Cl:34])=[CH:30][CH:29]=1. The catalyst is CC#N.C(Cl)(Cl)Cl. The product is [Br-:23].[Cl:34][C:31]1[CH:30]=[CH:29][C:28]([CH2:27][O:26][CH2:25][CH2:24][N+:1]23[CH2:6][CH2:5][C:4]([C:9]([OH:10])([C:17]4[CH:22]=[CH:21][CH:20]=[CH:19][CH:18]=4)[C:11]4[CH:12]=[CH:13][CH:14]=[CH:15][CH:16]=4)([CH2:3][CH2:2]2)[CH2:7][CH2:8]3)=[CH:33][CH:32]=1. The yield is 0.320.